Dataset: Forward reaction prediction with 1.9M reactions from USPTO patents (1976-2016). Task: Predict the product of the given reaction. The product is: [CH3:38][C:37]1[C:2]([CH3:1])=[CH:3][C:4]2[NH:8][C:7]([CH2:9][N:10]([CH:26]3[C:35]4[N:34]=[CH:33][CH:32]=[CH:31][C:30]=4[CH2:29][CH2:28][CH2:27]3)[CH2:11][CH2:12][CH2:13][CH2:14][NH2:15])=[N:6][C:5]=2[CH:36]=1. Given the reactants [CH3:1][C:2]1[C:37]([CH3:38])=[CH:36][C:5]2[NH:6][C:7]([CH2:9][N:10]([CH:26]3[C:35]4[N:34]=[CH:33][CH:32]=[CH:31][C:30]=4[CH2:29][CH2:28][CH2:27]3)[CH2:11][CH2:12][CH2:13][CH2:14][N:15]3C(=O)C4C(=CC=CC=4)C3=O)=[N:8][C:4]=2[CH:3]=1.O.NN, predict the reaction product.